From a dataset of Experimentally validated miRNA-target interactions with 360,000+ pairs, plus equal number of negative samples. Binary Classification. Given a miRNA mature sequence and a target amino acid sequence, predict their likelihood of interaction. (1) The miRNA is mmu-miR-3971 with sequence CUCCCCACCCCUGUACCAGUGA. The protein sequence of the target gene is MAEGGQAQQQPPQLGPGAAARGMKRESEVELPVPGAGADGPEPGLSKRPRTEEAADGGMQNEPLTPGYHGFPARDGQGNQEPTTTPDAMVQPFTTIPFPPPPQNGIPTEYGVPHTQDYAGQTSEHNLTLYGSTQPHGEQSSNSPSNQNGSLTQTEGGAQTDGQQSQTQSSENSESKSTPKRLHVSNIPFRFRDPDLRQMFGQFGKILDVEIIFNERGSKGFGFVTFENSADADRAREKLHGTVVEGRKIEVNNATARVMTNKKMVTPYANGWKLSPVVGAVYGPELYAASSFQADVSLGN.... Result: 1 (interaction). (2) The miRNA is hsa-miR-6844 with sequence UUCUUUGUUUUUAAUUCACAG. The protein sequence of the target gene is MARLTESEARRQQQQLLQPRPSPVGSSGPEPPGGQPDGMKDLDAIKLFVGQIPRHLDEKDLKPLFEQFGRIYELTVLKDPYTGMHKGCAFLTYCARDSAIKAQTALHEQKTLPGMARPIQVKPADSESRGGRDRKLFVGMLNKQQSEEDVLRLFQPFGVIDECTVLRGPDGSSKGCAFVKFSSHTEAQAAIHALHGSQTMPGASSSLVVKFADTDKERTLRRMQQMVGQLGILTPSLTLPFSPYSAYAQALMQQQTTVLSTSGSYLSPGVAFSPCHIQQIGAVSLNGLPATPIAPASGLH.... Result: 0 (no interaction). (3) The miRNA is hsa-miR-335-5p with sequence UCAAGAGCAAUAACGAAAAAUGU. Result: 1 (interaction). The protein sequence of the target gene is MALARGSRQLGALVWGACLCVLVHGQQAQPGQGSDPARWRQLIQWENNGQVYSLLNSGSEYVPAGPQRSESSSRVLLAGAPQAQQRRSHGSPRRRQAPSLPLPGRVGSDTVRGQARHPFGFGQVPDNWREVAVGDSTGMARARTSVSQQRHGGSASSVSASAFASTYRQQPSYPQQFPYPQAPFVSQYENYDPASRTYDQGFVYYRPAGGGVGAGAAAVASAGVIYPYQPRARYEEYGGGEELPEYPPQGFYPAPERPYVPPPPPPPDGLDRRYSHSLYSEGTPGFEQAYPDPGPEAAQA.... (4) The miRNA is hsa-miR-4500 with sequence UGAGGUAGUAGUUUCUU. The protein sequence of the target gene is MSNEVETSATNGQPDQQAAPKAPSKKEKKKGPEKTDEYLLARFKGDGVKYKAKLIGIDDVPDARGDKMSQDSMMKLKGMAAAGRSQGQHKQRIWVNISLSGIKIIDEKTGVIEHEHPVNKISFIARDVTDNRAFGYVCGGEGQHQFFAIKTGQQAEPLVVDLKDLFQVIYNVKKKEEEKKKIEEASKAVENGSEALMILDDQTNKLKSGVDQMDLFGDMSTPPDLNSPTESKDILLVDLNSEIDTNQNSLRENPFLTNGITSCSLPRPTPQASFLPENAFSANLNFFPTPNPDPFRDDPF.... Result: 0 (no interaction). (5) The miRNA is hsa-miR-10a-5p with sequence UACCCUGUAGAUCCGAAUUUGUG. The protein sequence of the target gene is MATNIEQIFRSFVVSKFREIQQELSSGRNEGQLNGETNTPIEGNQAGDAAASARSLPNEEIVQKIEEVLSGVLDTELRYKPDLKEGSRKSRCVSVQTDPTDEIPTKKSKKHKKHKNKKKKKKKEKEKKYKRQPEESESKTKSHDDGNIDLESDSFLKFDSEPSAVALELPTRAFGPSETNESPAVVLEPPVVSMEVSEPHILETLKPATKTAELSVVSTSVISEQSEQSVAVMPEPSMTKILDSFAAAPVPTTTLVLKSSEPVVTMSVEYQMKSVLKSVESTSPEPSKIMLVEPPVAKVL.... Result: 1 (interaction). (6) The miRNA is mmu-miR-362-5p with sequence AAUCCUUGGAACCUAGGUGUGAAU. The protein sequence of the target gene is MAPANLGLTPHWVMLLGAVLLLLLSGASAQEPPRVGCSEYTNRSCEECLRNVSCLWCNENKACMDYPVRKILPPASLCKLSSARWGVCWVNFEALIITMSVLGGSVLLGITVCCCYCCRRKKSRKPDKSDERAMREQEERRVRQEERRAEMKSRHDEIRKKYGLFKEQNPYEKF. Result: 1 (interaction).